This data is from Catalyst prediction with 721,799 reactions and 888 catalyst types from USPTO. The task is: Predict which catalyst facilitates the given reaction. (1) Reactant: N[C:2]1[CH:3]=[CH:4][C:5]([CH3:10])=[C:6]([O:8][CH3:9])[CH:7]=1.OS(O)(=O)=O.N([O-])=O.[Na+].NC(N)=O.[I-:24].[K+]. Product: [I:24][C:2]1[CH:3]=[CH:4][C:5]([CH3:10])=[C:6]([O:8][CH3:9])[CH:7]=1. The catalyst class is: 6. (2) Reactant: CN(C(ON1N=NC2C=CC=NC1=2)=[N+](C)C)C.F[P-](F)(F)(F)(F)F.[Cl:25][C:26]1[N:30]2[CH:31]=[C:32]([CH:39]3[CH2:41][CH2:40]3)[CH:33]=[C:34]([C:35]([F:38])([F:37])[F:36])[C:29]2=[N:28][C:27]=1[C:42](O)=[O:43].[NH:45]1[CH2:50][CH2:49][CH:48]([N:51]2[C:55](=[O:56])[CH2:54][CH2:53][C:52]2=[O:57])[CH2:47][CH2:46]1.CCN(C(C)C)C(C)C.Cl. Product: [Cl:25][C:26]1[N:30]2[CH:31]=[C:32]([CH:39]3[CH2:40][CH2:41]3)[CH:33]=[C:34]([C:35]([F:37])([F:36])[F:38])[C:29]2=[N:28][C:27]=1[C:42]([N:45]1[CH2:50][CH2:49][CH:48]([N:51]2[C:52](=[O:57])[CH2:53][CH2:54][C:55]2=[O:56])[CH2:47][CH2:46]1)=[O:43]. The catalyst class is: 454. (3) Reactant: [N+:1]([C:4]1[CH:5]=[C:6]2[C:10](=[CH:11][CH:12]=1)[NH:9][N:8]=[C:7]2[C:13]1[O:14][CH:15]=[CH:16][N:17]=1)([O-])=O. Product: [O:14]1[CH:15]=[CH:16][N:17]=[C:13]1[C:7]1[C:6]2[C:10](=[CH:11][CH:12]=[C:4]([NH2:1])[CH:5]=2)[NH:9][N:8]=1. The catalyst class is: 19. (4) Reactant: [NH2:1][C:2]1[C:7]([F:8])=[C:6]([C:9]2[CH:14]=[C:13]([F:15])[C:12]([Br:16])=[CH:11][C:10]=2[F:17])[N:5]=[C:4]([C:18]([O:20]C)=[O:19])[C:3]=1[Cl:22].CO.[OH-].[Na+]. The catalyst class is: 21. Product: [NH2:1][C:2]1[C:7]([F:8])=[C:6]([C:9]2[CH:14]=[C:13]([F:15])[C:12]([Br:16])=[CH:11][C:10]=2[F:17])[N:5]=[C:4]([C:18]([OH:20])=[O:19])[C:3]=1[Cl:22]. (5) Reactant: [OH2:1].NN.C([O:8][CH2:9]CCCCCN)CCC.C(OCCCCCCN1[C:31](=[O:32])[C:30]2=[CH:33][CH:34]=[CH:35][CH:36]=[C:29]2[C:28]1=[O:37])CCC. Product: [CH:34]1[CH:33]=[C:30]2[C:31]([C:9]([OH:8])([OH:1])[C:28](=[O:37])[C:29]2=[CH:36][CH:35]=1)=[O:32]. The catalyst class is: 14. (6) Reactant: C([O-])([O-])=O.[Cs+].[Cs+].[F:7][C:8]1[N:13]=[CH:12][C:11]([OH:14])=[CH:10][CH:9]=1.Br[CH2:16][CH2:17][O:18][CH3:19]. Product: [F:7][C:8]1[CH:9]=[CH:10][C:11]([O:14][CH2:16][CH2:17][O:18][CH3:19])=[CH:12][N:13]=1. The catalyst class is: 3. (7) Product: [F:1][C:2]1[CH:3]=[C:4]2[C:8](=[CH:9][CH:10]=1)[NH:7][CH:6]=[C:5]2[CH2:11][CH2:12][CH2:13][N:14]([CH2:28][CH2:29][CH3:30])[CH:15]1[CH2:24][C:23]2[C:22]([C:25]([NH2:27])=[O:26])=[CH:21][CH:20]=[CH:19][C:18]=2[O:17][CH2:16]1. The catalyst class is: 5. Reactant: [F:1][C:2]1[CH:3]=[C:4]2[C:8](=[CH:9][CH:10]=1)[NH:7][CH:6]=[C:5]2[CH2:11][CH2:12][CH2:13][NH:14][CH:15]1[CH2:24][C:23]2[C:22]([C:25]([NH2:27])=[O:26])=[CH:21][CH:20]=[CH:19][C:18]=2[O:17][CH2:16]1.[CH:28](=O)[CH2:29][CH3:30].C(O)(=O)C.C([BH3-])#N.[Na+]. (8) Reactant: C([O:5][C:6]([C:8]1[N:9]=[N:10][N:11]([CH2:13][C@H:14]([F:38])[CH2:15][C:16]([C:31]2[N:32]=[N:33][C:34]([I:37])=[CH:35][CH:36]=2)(C(OC(C)(C)C)=O)C(OC(C)(C)C)=O)[CH:12]=1)=[O:7])(C)(C)C.C(O)(C(F)(F)F)=O.C1COCC1. Product: [F:38][C@H:14]([CH2:15][CH2:16][C:31]1[N:32]=[N:33][C:34]([I:37])=[CH:35][CH:36]=1)[CH2:13][N:11]1[CH:12]=[C:8]([C:6]([OH:7])=[O:5])[N:9]=[N:10]1. The catalyst class is: 2. (9) Reactant: [NH2:1][C@H:2]1[CH2:7][CH2:6][C@H:5]([CH2:8][CH2:9][N:10]2[CH2:15][CH2:14][CH:13]([C:16]([C:18]3[CH:23]=[CH:22][C:21]([F:24])=[CH:20][CH:19]=3)=[O:17])[CH2:12][CH2:11]2)[CH2:4][CH2:3]1.C(N(C(C)C)C(C)C)C.ClC(Cl)(O[C:38](=[O:44])OC(Cl)(Cl)Cl)Cl.[NH:46]1[C:54]2[C:49](=[CH:50][CH:51]=[CH:52][CH:53]=2)[CH2:48][CH2:47]1. Product: [F:24][C:21]1[CH:22]=[CH:23][C:18]([C:16]([CH:13]2[CH2:12][CH2:11][N:10]([CH2:9][CH2:8][CH:5]3[CH2:6][CH2:7][CH:2]([NH:1][C:38]([N:46]4[C:54]5[C:49](=[CH:50][CH:51]=[CH:52][CH:53]=5)[CH2:48][CH2:47]4)=[O:44])[CH2:3][CH2:4]3)[CH2:15][CH2:14]2)=[O:17])=[CH:19][CH:20]=1. The catalyst class is: 4. (10) Reactant: [F:1][C:2]([F:18])([F:17])[C:3]1[CH:4]=[C:5]([N:9]2[CH2:15][CH2:14][C:13](=[O:16])[NH:12][CH2:11][CH2:10]2)[CH:6]=[CH:7][CH:8]=1.Br[CH2:20][CH2:21][CH:22]=[CH2:23].[H-].[Na+].O. Product: [CH2:23]([N:12]1[C:13](=[O:16])[CH2:14][CH2:15][N:9]([C:5]2[CH:6]=[CH:7][CH:8]=[C:3]([C:2]([F:1])([F:17])[F:18])[CH:4]=2)[CH2:10][CH2:11]1)[CH2:22][CH:21]=[CH2:20]. The catalyst class is: 3.